Dataset: Forward reaction prediction with 1.9M reactions from USPTO patents (1976-2016). Task: Predict the product of the given reaction. (1) Given the reactants [OH:1][C:2]1([C:9]2[S:10][CH:11]=[N:12][N:13]=2)[CH2:7][CH2:6][C:5](=O)[CH2:4][CH2:3]1.[NH:14]1[CH2:17][CH:16]([NH:18][C:19]([CH2:21][NH:22][C:23](=[O:34])[C:24]2[CH:29]=[CH:28][CH:27]=[C:26]([C:30]([F:33])([F:32])[F:31])[CH:25]=2)=[O:20])[CH2:15]1, predict the reaction product. The product is: [OH:1][C:2]1([C:9]2[S:10][CH:11]=[N:12][N:13]=2)[CH2:7][CH2:6][CH:5]([N:14]2[CH2:17][CH:16]([NH:18][C:19]([CH2:21][NH:22][C:23](=[O:34])[C:24]3[CH:29]=[CH:28][CH:27]=[C:26]([C:30]([F:33])([F:31])[F:32])[CH:25]=3)=[O:20])[CH2:15]2)[CH2:4][CH2:3]1. (2) Given the reactants [C@@H:1]12[CH2:6][C@@H:5]1[CH2:4][NH:3][C@@H:2]2[CH2:7][NH:8][C:9]([C:11]1[CH:12]=[CH:13][CH:14]=[C:15]2[O:19][CH:18]=[CH:17][C:16]=12)=[O:10].[NH2:20][C:21]1[S:22][CH:23]=[C:24]([C:26]2[CH:34]=[CH:33][CH:32]=[CH:31][C:27]=2[C:28](O)=[O:29])[N:25]=1, predict the reaction product. The product is: [NH2:20][C:21]1[S:22][CH:23]=[C:24]([C:26]2[CH:34]=[CH:33][CH:32]=[CH:31][C:27]=2[C:28]([N:3]2[CH2:4][C@@H:5]3[C@@H:1]([CH2:6]3)[C@H:2]2[CH2:7][NH:8][C:9]([C:11]2[CH:12]=[CH:13][CH:14]=[C:15]3[O:19][CH:18]=[CH:17][C:16]=23)=[O:10])=[O:29])[N:25]=1. (3) Given the reactants [CH:1]([NH:4][CH:5](C)C)(C)C.[Li][CH2:9][CH2:10][CH2:11][CH3:12].[Li+].[CH3:14][CH:15]([N-:17]C(C)C)C.[N:21]1[C:30]2[C:25](=[CH:26][CH:27]=[CH:28][CH:29]=2)[CH:24]=[CH:23][C:22]=1[CH2:31][CH2:32][NH2:33].[CH2:34]1[CH2:38][O:37][CH2:36][CH2:35]1, predict the reaction product. The product is: [N:17]1[CH:15]=[CH:14][C:11]([C:12]2[C:35]3[C:36](=[O:37])[N:33]([CH2:32][CH2:31][C:22]4[CH:23]=[CH:24][C:25]5[C:30](=[CH:29][CH:28]=[CH:27][CH:26]=5)[N:21]=4)[CH2:38][C:34]=3[CH:5]=[N:4][CH:1]=2)=[CH:10][CH:9]=1. (4) Given the reactants C(=O)([O-])[O-].[Na+].[Na+].Br[C:8]1[CH:9]=[CH:10][C:11]([N:14]2[CH2:19][CH2:18][CH2:17][C@H:16]([NH:20][C:21]([C:23]34[CH2:32][CH:27]5[CH2:28][CH:29]([CH2:31][CH:25]([CH:26]5[OH:33])[CH2:24]3)[CH2:30]4)=[O:22])[CH2:15]2)=[N:12][CH:13]=1.[N:34]1[CH:39]=[CH:38][C:37](B(O)O)=[CH:36][CH:35]=1.C1(C)C=CC=CC=1.C(O)C, predict the reaction product. The product is: [N:12]1[C:11]([N:14]2[CH2:19][CH2:18][CH2:17][C@H:16]([NH:20][C:21]([C:23]34[CH2:32][CH:27]5[CH2:28][CH:29]([CH2:31][CH:25]([CH:26]5[OH:33])[CH2:24]3)[CH2:30]4)=[O:22])[CH2:15]2)=[CH:10][CH:9]=[C:8]([C:37]2[CH:38]=[CH:39][N:34]=[CH:35][CH:36]=2)[CH:13]=1. (5) Given the reactants [C:1]([C:3]1[CH:4]=[C:5]([C:13]2[S:17][N:16]=[C:15]([C:18]3[CH:26]=[CH:25][CH:24]=[C:23]4[C:19]=3[CH2:20][CH2:21][C@@H:22]4[NH:27][S:28]([CH2:31][C:32](OC)=[O:33])(=[O:30])=[O:29])[N:14]=2)[CH:6]=[CH:7][C:8]=1[O:9][CH:10]([CH3:12])[CH3:11])#[N:2].[BH4-].[Na+].CO, predict the reaction product. The product is: [C:1]([C:3]1[CH:4]=[C:5]([C:13]2[S:17][N:16]=[C:15]([C:18]3[CH:26]=[CH:25][CH:24]=[C:23]4[C:19]=3[CH2:20][CH2:21][C@@H:22]4[NH:27][S:28]([CH2:31][CH2:32][OH:33])(=[O:29])=[O:30])[N:14]=2)[CH:6]=[CH:7][C:8]=1[O:9][CH:10]([CH3:12])[CH3:11])#[N:2]. (6) Given the reactants C([N:8]1[CH2:13][C@H:12]([CH2:14][OH:15])[N:11]([C:16]2[CH:21]=[CH:20][C:19]([O:22]CC3C=CC=CC=3)=[CH:18][CH:17]=2)[C:10](=[O:30])[CH2:9]1)C1C=CC=CC=1.[C:31](=[O:42])([O:37][C:38]([CH3:41])([CH3:40])[CH3:39])OC(C)(C)C.[H][H], predict the reaction product. The product is: [C:38]([O:37][C:31]([N:8]1[CH2:9][C:10](=[O:30])[N:11]([C:16]2[CH:17]=[CH:18][C:19]([OH:22])=[CH:20][CH:21]=2)[C@@H:12]([CH2:14][OH:15])[CH2:13]1)=[O:42])([CH3:39])([CH3:40])[CH3:41].